From a dataset of Forward reaction prediction with 1.9M reactions from USPTO patents (1976-2016). Predict the product of the given reaction. (1) Given the reactants Br[CH2:2][C:3]1[CH:8]=[C:7]([O:9][C:10]([F:13])([F:12])[F:11])[CH:6]=[CH:5][C:4]=1[F:14].[OH:15][C:16]1[CH:21]=[CH:20][C:19]([C:22]2([CH2:26][C:27]([O:29][CH2:30][CH3:31])=[O:28])[CH2:25][O:24][CH2:23]2)=[CH:18][CH:17]=1.C(=O)([O-])[O-].[Cs+].[Cs+], predict the reaction product. The product is: [F:14][C:4]1[CH:5]=[CH:6][C:7]([O:9][C:10]([F:13])([F:12])[F:11])=[CH:8][C:3]=1[CH2:2][O:15][C:16]1[CH:21]=[CH:20][C:19]([C:22]2([CH2:26][C:27]([O:29][CH2:30][CH3:31])=[O:28])[CH2:23][O:24][CH2:25]2)=[CH:18][CH:17]=1. (2) Given the reactants [F:1][C:2]1[CH:29]=[CH:28][C:5]([CH2:6][N:7]2[C:10]([CH3:12])([CH3:11])[C:9](=[O:13])[N:8]2[CH:14]2[CH:21]3[CH2:22][C:17]4([C:24]([O:26]C)=[O:25])[CH2:18][CH:19]([CH2:23][CH:15]2[CH2:16]4)[CH2:20]3)=[CH:4][CH:3]=1.O.[Na].Cl, predict the reaction product. The product is: [F:1][C:2]1[CH:3]=[CH:4][C:5]([CH2:6][N:7]2[C:10]([CH3:11])([CH3:12])[C:9](=[O:13])[N:8]2[CH:14]2[CH:21]3[CH2:22][C:17]4([C:24]([OH:26])=[O:25])[CH2:18][CH:19]([CH2:23][CH:15]2[CH2:16]4)[CH2:20]3)=[CH:28][CH:29]=1. (3) Given the reactants [F:1][C:2]1[CH:7]=[CH:6][C:5]([C:8]2[CH2:12][C:11]([C:14]([F:17])([F:16])[F:15])(O)[O:10][N:9]=2)=[CH:4][CH:3]=1.C1(C2CC(O)(C(F)(F)F)ON=2)C=CC=CC=1, predict the reaction product. The product is: [F:1][C:2]1[CH:3]=[CH:4][C:5]([C:8]2[CH:12]=[C:11]([C:14]([F:16])([F:15])[F:17])[O:10][N:9]=2)=[CH:6][CH:7]=1. (4) Given the reactants [F:1][C:2]1[CH:7]=[CH:6][C:5]([C:8](=[O:13])[CH2:9][C:10](=[O:12])[CH3:11])=[CH:4][CH:3]=1.C(=O)([O-])[O-].[K+].[K+].Br[CH2:21][C:22]([O:24][CH2:25][CH3:26])=[O:23].Cl, predict the reaction product. The product is: [F:1][C:2]1[CH:3]=[CH:4][C:5]([C:8]([CH:9]([C:10](=[O:12])[CH3:11])[CH2:21][C:22]([O:24][CH2:25][CH3:26])=[O:23])=[O:13])=[CH:6][CH:7]=1. (5) Given the reactants CON(C)[C:4](=[O:18])[C:5]1[CH:10]=[CH:9][C:8]([C:11]([F:14])([F:13])[F:12])=[CH:7][C:6]=1[CH2:15][CH2:16][CH3:17].[H-].[H-].[H-].[H-].[Li+].[Al+3].C([O-])(=O)C(C(C([O-])=O)O)O.[K+].[Na+].CCOCC, predict the reaction product. The product is: [CH2:15]([C:6]1[CH:7]=[C:8]([C:11]([F:12])([F:13])[F:14])[CH:9]=[CH:10][C:5]=1[CH:4]=[O:18])[CH2:16][CH3:17]. (6) The product is: [CH:24]1([NH:27][C:28]([C:29]2[CH:34]=[CH:33][C:32]([CH3:35])=[C:31]([C:2]3[CH:3]=[C:4]4[C:9](=[CH:10][CH:11]=3)[C:8](=[O:12])[N:7]([CH2:13][C:14]3[CH:15]=[CH:16][N:17]=[CH:18][CH:19]=3)[CH:6]=[C:5]4[C:20]([O:22][CH3:23])=[O:21])[CH:30]=2)=[O:45])[CH2:25][CH2:26]1. Given the reactants Br[C:2]1[CH:3]=[C:4]2[C:9](=[CH:10][CH:11]=1)[C:8](=[O:12])[N:7]([CH2:13][C:14]1[CH:19]=[CH:18][N:17]=[CH:16][CH:15]=1)[CH:6]=[C:5]2[C:20]([O:22][CH3:23])=[O:21].[CH:24]1([NH:27][C:28](=[O:45])[C:29]2[CH:34]=[CH:33][C:32]([CH3:35])=[C:31](B3OC(C)(C)C(C)(C)O3)[CH:30]=2)[CH2:26][CH2:25]1.C(=O)([O-])[O-].[K+].[K+], predict the reaction product. (7) Given the reactants [CH3:1][O:2][C:3]1[C:4](=[O:29])[C:5]([CH3:28])=[C:6]([CH2:12][C:13]2[CH:21]=[CH:20][C:16]([C:17](O)=[O:18])=[C:15]([C:22]3[CH:27]=[CH:26][CH:25]=[CH:24][CH:23]=3)[CH:14]=2)[C:7](=[O:11])[C:8]=1[O:9][CH3:10].[NH:30]1[CH2:35][CH2:34][CH2:33][CH2:32][CH2:31]1.CCN=C=NCCCN(C)C.Cl, predict the reaction product. The product is: [CH3:1][O:2][C:3]1[C:4](=[O:29])[C:5]([CH3:28])=[C:6]([CH2:12][C:13]2[CH:21]=[CH:20][C:16]([C:17]([N:30]3[CH2:35][CH2:34][CH2:33][CH2:32][CH2:31]3)=[O:18])=[C:15]([C:22]3[CH:27]=[CH:26][CH:25]=[CH:24][CH:23]=3)[CH:14]=2)[C:7](=[O:11])[C:8]=1[O:9][CH3:10].